This data is from Full USPTO retrosynthesis dataset with 1.9M reactions from patents (1976-2016). The task is: Predict the reactants needed to synthesize the given product. Given the product [Cl:6][C:7]1[CH:12]=[CH:11][CH:10]=[CH:9][C:8]=1[CH2:13][N:14]1[C:15]([OH:35])=[C:16]([C:31]([NH:5][CH2:4][CH2:3][S:2][CH3:1])=[O:32])[C:17]([OH:30])=[C:18]([C:21]([NH:23][CH2:24][C:25]([OH:27])=[O:26])=[O:22])[C:19]1=[O:20], predict the reactants needed to synthesize it. The reactants are: [CH3:1][S:2][CH2:3][CH2:4][NH2:5].[Cl:6][C:7]1[CH:12]=[CH:11][CH:10]=[CH:9][C:8]=1[CH2:13][N:14]1[C:19](=[O:20])[C:18]([C:21]([NH:23][CH2:24][C:25]([O:27]CC)=[O:26])=[O:22])=[C:17]([OH:30])[C:16]([C:31](OC)=[O:32])=[C:15]1[OH:35].